From a dataset of Full USPTO retrosynthesis dataset with 1.9M reactions from patents (1976-2016). Predict the reactants needed to synthesize the given product. The reactants are: [N:1]1([C:7]([N:9]2[CH2:15][C:14]3[CH:16]=[CH:17][C:18]([C:20]([O:22]C)=O)=[CH:19][C:13]=3[O:12][CH2:11][C@@H:10]2[C:24]2[CH:29]=[CH:28][C:27]([C:30]([F:33])([F:32])[F:31])=[CH:26][CH:25]=2)=[O:8])[CH2:6][CH2:5][O:4][CH2:3][CH2:2]1.[OH-:34].[Na+].[NH2:36]O. Given the product [OH:34][NH:36][C:20]([C:18]1[CH:17]=[CH:16][C:14]2[CH2:15][N:9]([C:7]([N:1]3[CH2:6][CH2:5][O:4][CH2:3][CH2:2]3)=[O:8])[C@@H:10]([C:24]3[CH:25]=[CH:26][C:27]([C:30]([F:31])([F:32])[F:33])=[CH:28][CH:29]=3)[CH2:11][O:12][C:13]=2[CH:19]=1)=[O:22], predict the reactants needed to synthesize it.